From a dataset of Reaction yield outcomes from USPTO patents with 853,638 reactions. Predict the reaction yield, written as a fraction of the theoretical maximum amount of product (1.0 means a 100% yield; for example, 0.34 means a 34% yield). The reactants are [C:1]([N:8]1[CH:12]=[CH:11]N=C1)(N1C=CN=C1)=[S:2].NC1C=[C:18]([Cl:20])[C:17]([S:21][C:22]2[CH:29]=[CH:28][C:25]([C:26]#[N:27])=[CH:24][CH:23]=2)=[C:16]([Cl:30])[CH:15]=1. The catalyst is ClCCl. The product is [Cl:20][C:18]1[CH:11]=[C:12]([N:8]=[C:1]=[S:2])[CH:15]=[C:16]([Cl:30])[C:17]=1[S:21][C:22]1[CH:23]=[CH:24][C:25]([C:26]#[N:27])=[CH:28][CH:29]=1. The yield is 0.520.